The task is: Predict the product of the given reaction.. This data is from Forward reaction prediction with 1.9M reactions from USPTO patents (1976-2016). (1) Given the reactants [CH2:1]([C:5]1[CH:13]=[CH:12][C:8]([C:9]([OH:11])=O)=[CH:7][CH:6]=1)[CH2:2][CH2:3][CH3:4].C(Cl)(=O)C(Cl)=O.Cl.[F:21][C:22]1[CH:27]=[CH:26][C:25]([CH:28]([OH:42])[CH:29]([NH2:41])[CH2:30][C:31]2[CH:36]=[CH:35][C:34]([C:37]([F:40])([F:39])[F:38])=[CH:33][CH:32]=2)=[CH:24][CH:23]=1.C(=O)([O-])O.[Na+], predict the reaction product. The product is: [CH2:1]([C:5]1[CH:6]=[CH:7][C:8]([C:9]([NH:41][CH:29]([CH2:30][C:31]2[CH:36]=[CH:35][C:34]([C:37]([F:40])([F:38])[F:39])=[CH:33][CH:32]=2)[CH:28]([C:25]2[CH:26]=[CH:27][C:22]([F:21])=[CH:23][CH:24]=2)[OH:42])=[O:11])=[CH:12][CH:13]=1)[CH2:2][CH2:3][CH3:4]. (2) Given the reactants [Cl:1][C:2]1[CH:30]=[CH:29][C:5]2[NH:6][C:7]([C@@H:9]([NH:13][C:14]([C:16]3[CH:24]=[CH:23][C:19]([C:20]([OH:22])=O)=[C:18]([C:25]([F:28])([F:27])[F:26])[CH:17]=3)=[O:15])[CH2:10][O:11][CH3:12])=[N:8][C:4]=2[CH:3]=1.CN(C(O[N:39]1N=NC2C=[CH:43][CH:44]=[CH:45][C:40]1=2)=[N+](C)C)C.[B-](F)(F)(F)F.C(N(C(C)C)CC)(C)C.N1CC=CC1.ClCl, predict the reaction product. The product is: [Cl:1][C:2]1[CH:30]=[CH:29][C:5]2[NH:6][C:7]([C@@H:9]([NH:13][C:14](=[O:15])[C:16]3[CH:24]=[CH:23][C:19]([C:20]([N:39]4[CH2:40][CH:45]=[CH:44][CH2:43]4)=[O:22])=[C:18]([C:25]([F:26])([F:28])[F:27])[CH:17]=3)[CH2:10][O:11][CH3:12])=[N:8][C:4]=2[CH:3]=1. (3) Given the reactants [CH3:1][C:2]1[CH:7]=[CH:6][C:5]([C:8](=O)[CH2:9][C:10](=O)[CH3:11])=[CH:4][CH:3]=1.[CH3:14][NH:15][NH2:16], predict the reaction product. The product is: [CH3:14][N:15]1[C:8]([C:5]2[CH:6]=[CH:7][C:2]([CH3:1])=[CH:3][CH:4]=2)=[CH:9][C:10]([CH3:11])=[N:16]1. (4) Given the reactants C([O:4][C:5]1[CH:10]=[C:9]([C:11]#[N:12])[C:8](Br)=[C:7]([C:14]#[N:15])[C:6]=1[O:16]C(=O)C)(=O)C.[CH2:20]([Sn](CCCC)(CCCC)C=C)[CH2:21]CC, predict the reaction product. The product is: [OH:16][C:6]1[C:5]([OH:4])=[CH:10][C:9]([C:11]#[N:12])=[C:8]([CH:20]=[CH2:21])[C:7]=1[C:14]#[N:15]. (5) Given the reactants [F:1][C:2]1[CH:7]=[C:6]([C:8]([N:10]2[CH2:15][CH2:14][N:13]([CH2:16][C:17]3[CH:22]=[CH:21][C:20]([C:23]([OH:32])([C:28]([F:31])([F:30])[F:29])[C:24]([F:27])([F:26])[F:25])=[CH:19][CH:18]=3)[CH2:12][CH2:11]2)=[O:9])[CH:5]=[CH:4][C:3]=1[NH:33][C:34]([NH:36][C@@H:37]1[CH2:41][CH2:40][NH:39][CH2:38]1)=[O:35].[CH:42]1([CH2:45][C:46](O)=[O:47])[CH2:44][CH2:43]1.C(N(CC)CC)C.CCCP1(OP(CCC)(=O)OP(CCC)(=O)O1)=O, predict the reaction product. The product is: [CH:42]1([CH2:45][C:46]([N:39]2[CH2:40][CH2:41][C@@H:37]([NH:36][C:34]([NH:33][C:3]3[CH:4]=[CH:5][C:6]([C:8]([N:10]4[CH2:11][CH2:12][N:13]([CH2:16][C:17]5[CH:18]=[CH:19][C:20]([C:23]([OH:32])([C:24]([F:25])([F:26])[F:27])[C:28]([F:30])([F:31])[F:29])=[CH:21][CH:22]=5)[CH2:14][CH2:15]4)=[O:9])=[CH:7][C:2]=3[F:1])=[O:35])[CH2:38]2)=[O:47])[CH2:44][CH2:43]1. (6) Given the reactants [C:1]([C:3]1[CH:46]=[CH:45][C:6]2[N:7](COCC[Si](C)(C)C)[C:8]([CH:10]([NH:30]S(C(C)(C)C)=O)[C:11]3[C:19]([O:20][CH3:21])=[CH:18][C:17]([CH3:22])=[C:16]4[C:12]=3[CH:13]=[CH:14][N:15]4C(OC(C)(C)C)=O)=[N:9][C:5]=2[CH:4]=1)#[N:2].C(C1C=CC2N=C(C(NS(C(C)(C)C)=O)C3C(OC)=CC(C)=C4C=3C=CN4C(OC(C)(C)C)=O)N(COCC[Si](C)(C)C)C=2C=1)#N, predict the reaction product. The product is: [NH2:30][CH:10]([C:11]1[C:19]([O:20][CH3:21])=[CH:18][C:17]([CH3:22])=[C:16]2[C:12]=1[CH:13]=[CH:14][NH:15]2)[C:8]1[NH:7][C:6]2[CH:45]=[CH:46][C:3]([C:1]#[N:2])=[CH:4][C:5]=2[N:9]=1. (7) Given the reactants Cl([O-])=O.[Na+].[OH2:5].P([O-])(O)(O)=O.[Na+].[Cl:12][C:13]1[N:14]=[C:15]([CH:20]2[CH2:22][CH2:21]2)[NH:16][C:17]=1[CH:18]=[O:19].CC(=CC)C, predict the reaction product. The product is: [Cl:12][C:13]1[N:14]=[C:15]([CH:20]2[CH2:21][CH2:22]2)[NH:16][C:17]=1[C:18]([OH:5])=[O:19].